Dataset: Catalyst prediction with 721,799 reactions and 888 catalyst types from USPTO. Task: Predict which catalyst facilitates the given reaction. (1) Reactant: C(OC(=O)[NH:10]/[C:11](/[NH:23][C:24]1[C:25]([CH3:41])=[N:26][CH:27]=[C:28]([CH2:30][CH2:31][CH2:32][NH:33][C:34]([O:36][C:37]([CH3:40])([CH3:39])[CH3:38])=[O:35])[CH:29]=1)=[N:12]\C(=O)OCC1C=CC=CC=1)C1C=CC=CC=1. Product: [C:37]([O:36][C:34](=[O:35])[NH:33][CH2:32][CH2:31][CH2:30][C:28]1[CH:27]=[N:26][C:25]([CH3:41])=[C:24]([NH:23][C:11]([NH2:12])=[NH:10])[CH:29]=1)([CH3:39])([CH3:40])[CH3:38]. The catalyst class is: 105. (2) Reactant: [CH3:1][Si:2]([CH3:42])([CH2:21][CH2:22][C:23]([F:41])([F:40])[C:24]([F:39])([F:38])[C:25]([F:37])([F:36])[C:26]([F:35])([F:34])[C:27]([F:33])([F:32])[C:28]([F:31])([F:30])[F:29])[CH2:3][CH2:4][CH2:5][CH2:6][O:7][C:8]1[CH:13]=[CH:12][C:11]([C:14]2[N:19]=[CH:18][C:17]([OH:20])=[CH:16][N:15]=2)=[CH:10][CH:9]=1.[F:43][CH:44]([CH:57]([F:63])[CH2:58][CH2:59][CH2:60][CH2:61][CH3:62])[CH2:45]OS(C1C=CC(C)=CC=1)(=O)=O.C(=O)([O-])[O-].[Cs+].[Cs+]. Product: [F:43][C@H:44]([C@@H:57]([F:63])[CH2:58][CH2:59][CH2:60][CH2:61][CH3:62])[CH2:45][O:20][C:17]1[CH:18]=[N:19][C:14]([C:11]2[CH:12]=[CH:13][C:8]([O:7][CH2:6][CH2:5][CH2:4][CH2:3][Si:2]([CH3:1])([CH3:42])[CH2:21][CH2:22][C:23]([F:41])([F:40])[C:24]([F:38])([F:39])[C:25]([F:36])([F:37])[C:26]([F:34])([F:35])[C:27]([F:32])([F:33])[C:28]([F:29])([F:30])[F:31])=[CH:9][CH:10]=2)=[N:15][CH:16]=1. The catalyst class is: 3.